Task: Predict the product of the given reaction.. Dataset: Forward reaction prediction with 1.9M reactions from USPTO patents (1976-2016) (1) The product is: [C:1]([O:5][C:6](=[O:22])[NH:7][C:8]1[CH:13]=[C:12]([O:14][CH2:15][CH3:16])[C:11]([C:17]([F:20])([F:19])[F:18])=[CH:10][C:9]=1[NH:21][C:28](=[O:27])[CH2:29][C:30]([C:32]1[CH:37]=[CH:36][CH:35]=[C:34]([C:38]2[CH:43]=[CH:42][N:41]=[C:40]([CH2:44][CH:45]([CH3:46])[CH3:47])[CH:39]=2)[CH:33]=1)=[O:31])([CH3:2])([CH3:3])[CH3:4]. Given the reactants [C:1]([O:5][C:6](=[O:22])[NH:7][C:8]1[CH:13]=[C:12]([O:14][CH2:15][CH3:16])[C:11]([C:17]([F:20])([F:19])[F:18])=[CH:10][C:9]=1[NH2:21])([CH3:4])([CH3:3])[CH3:2].C([O:27][C:28](=O)[CH2:29][C:30]([C:32]1[CH:37]=[CH:36][CH:35]=[C:34]([C:38]2[CH:43]=[CH:42][N:41]=[C:40]([CH2:44][CH:45]([CH3:47])[CH3:46])[CH:39]=2)[CH:33]=1)=[O:31])(C)(C)C, predict the reaction product. (2) Given the reactants Br[CH2:2][C:3]1[C:4]([CH2:9][CH3:10])=[N:5][CH:6]=[CH:7][CH:8]=1.[CH3:11][C:12]1[N:17]=[C:16]([SH:18])[N:15]=[C:14]([OH:19])[CH:13]=1.C(N(CC)CC)C.C(OCC)C, predict the reaction product. The product is: [CH2:9]([C:4]1[C:3]([CH2:2][S:18][C:16]2[N:15]=[C:14]([OH:19])[CH:13]=[C:12]([CH3:11])[N:17]=2)=[CH:8][CH:7]=[CH:6][N:5]=1)[CH3:10]. (3) Given the reactants [CH3:1][C:2]1[NH:6][C:5]2[C:7]([C:17]([O:19]C)=[O:18])=[CH:8][C:9]([N:11]3[CH2:16][CH2:15][O:14][CH2:13][CH2:12]3)=[CH:10][C:4]=2[N:3]=1.[CH3:21][C:22]1[CH:29]=[CH:28][C:27]([C:30]([F:33])([F:32])[F:31])=[CH:26][C:23]=1[CH2:24]Br.C(=O)([O-])[O-].[K+].[K+].[OH-].[Li+], predict the reaction product. The product is: [CH3:1][C:2]1[N:3]([CH2:24][C:23]2[CH:26]=[C:27]([C:30]([F:31])([F:32])[F:33])[CH:28]=[CH:29][C:22]=2[CH3:21])[C:4]2[CH:10]=[C:9]([N:11]3[CH2:16][CH2:15][O:14][CH2:13][CH2:12]3)[CH:8]=[C:7]([C:17]([OH:19])=[O:18])[C:5]=2[N:6]=1. (4) Given the reactants Br[C:2]1[CH:15]=[CH:14][C:13]2[O:12][C:11]3[C:6](=[CH:7][C:8]([O:16][CH2:17][C:18]([CH3:21])([CH3:20])[CH3:19])=[CH:9][CH:10]=3)[C@:5]3([CH2:25][O:24][C:23]([NH2:26])=[N:22]3)[C:4]=2[CH:3]=1.C([Sn](CCCC)(CCCC)[C:32]1[CH:37]=[N:36][CH:35]=[CH:34][N:33]=1)CCC.O1CCOCC1, predict the reaction product. The product is: [CH2:17]([O:16][C:8]1[CH:9]=[CH:10][C:11]2[O:12][C:13]3[C:4](=[CH:3][C:2]([C:32]4[CH:37]=[N:36][CH:35]=[CH:34][N:33]=4)=[CH:15][CH:14]=3)[C@@:5]3([CH2:25][O:24][C:23]([NH2:26])=[N:22]3)[C:6]=2[CH:7]=1)[C:18]([CH3:19])([CH3:21])[CH3:20].